From a dataset of Catalyst prediction with 721,799 reactions and 888 catalyst types from USPTO. Predict which catalyst facilitates the given reaction. (1) Reactant: C(NCC(C)C)C(C)C.[CH3:10][C:11]([CH3:17])([CH3:16])[CH2:12][CH2:13][CH:14]=[O:15].O.Br[CH2:20][C:21]([O:23][CH3:24])=[O:22]. Product: [CH3:24][O:23][C:21](=[O:22])[CH2:20][CH:13]([CH:14]=[O:15])[CH2:12][C:11]([CH3:17])([CH3:16])[CH3:10]. The catalyst class is: 11. (2) Reactant: [C:1](Cl)(=[O:25])[CH2:2][CH2:3][CH2:4][CH2:5][CH2:6][CH2:7][CH2:8][CH2:9][CH2:10][CH2:11][CH2:12][CH2:13][CH2:14]/[CH:15]=[CH:16]\[CH2:17][CH2:18][CH2:19][CH2:20][CH2:21][CH2:22][CH2:23][CH3:24].[OH:27][N:28]1[C:32](=[O:33])[CH2:31][CH2:30][C:29]1=[O:34].C(N(CC)CC)C.CCCCCC.C(OCC)C.C(O)(=O)C. Product: [C:1]([O:27][N:28]1[C:32](=[O:33])[CH2:31][CH2:30][C:29]1=[O:34])(=[O:25])[CH2:2][CH2:3][CH2:4][CH2:5][CH2:6][CH2:7][CH2:8][CH2:9][CH2:10][CH2:11][CH2:12][CH2:13][CH2:14]/[CH:15]=[CH:16]\[CH2:17][CH2:18][CH2:19][CH2:20][CH2:21][CH2:22][CH2:23][CH3:24]. The catalyst class is: 665.